This data is from Reaction yield outcomes from USPTO patents with 853,638 reactions. The task is: Predict the reaction yield, written as a fraction of the theoretical maximum amount of product (1.0 means a 100% yield; for example, 0.34 means a 34% yield). (1) The reactants are [NH2:1][C:2]1[CH:27]=[CH:26][C:5]([C:6]([NH:8][C:9]2[S:13][C:12]([NH:14][C:15]3[CH:20]=[CH:19][C:18]([O:21][CH3:22])=[CH:17][CH:16]=3)=[N:11][C:10]=2[C:23]([NH2:25])=[O:24])=[O:7])=[CH:4][C:3]=1[N+:28]([O-])=O.[NH4+].[Cl-]. The catalyst is C(O)C.O.[Fe]. The product is [NH2:28][C:3]1[CH:4]=[C:5]([CH:26]=[CH:27][C:2]=1[NH2:1])[C:6]([NH:8][C:9]1[S:13][C:12]([NH:14][C:15]2[CH:16]=[CH:17][C:18]([O:21][CH3:22])=[CH:19][CH:20]=2)=[N:11][C:10]=1[C:23]([NH2:25])=[O:24])=[O:7]. The yield is 0.520. (2) The reactants are [NH2:1][C:2]1[C:10]([CH3:11])=[CH:9][CH:8]=[CH:7][C:3]=1[C:4](O)=[O:5].C1C=CC2N(O)N=[N:18]C=2C=1.CCN(C(C)C)C(C)C.N.CO. The catalyst is CN(C=O)C. The product is [NH2:1][C:2]1[C:10]([CH3:11])=[CH:9][CH:8]=[CH:7][C:3]=1[C:4]([NH2:18])=[O:5]. The yield is 0.630. (3) The yield is 0.730. The reactants are [Cl:1][C:2]1[CH:3]=[CH:4][C:5]2[C:10](O)=[N:9][CH:8]=[N:7][C:6]=2[N:12]=1.P(Cl)(Cl)([Cl:15])=O. The product is [Cl:15][C:10]1[C:5]2[CH:4]=[CH:3][C:2]([Cl:1])=[N:12][C:6]=2[N:7]=[CH:8][N:9]=1. No catalyst specified.